This data is from Peptide-MHC class II binding affinity with 134,281 pairs from IEDB. The task is: Regression. Given a peptide amino acid sequence and an MHC pseudo amino acid sequence, predict their binding affinity value. This is MHC class II binding data. The peptide sequence is MNSLSIFFIVVATAAVCLLFI. The MHC is DRB1_0101 with pseudo-sequence DRB1_0101. The binding affinity (normalized) is 0.412.